From a dataset of Full USPTO retrosynthesis dataset with 1.9M reactions from patents (1976-2016). Predict the reactants needed to synthesize the given product. (1) Given the product [NH:12]1[C:2]2[CH2:6][CH2:5][CH2:4][C:3]=2[C:7](=[O:9])[NH:15][C:13]1=[O:14], predict the reactants needed to synthesize it. The reactants are: O=[C:2]1[CH2:6][CH2:5][CH2:4][CH:3]1[C:7]([O:9]CC)=O.[NH2:12][C:13]([NH2:15])=[O:14].Cl. (2) Given the product [OH:3][C@@H:1]([C:4]1[CH:11]=[CH:10][C:7]([C:8]#[N:9])=[CH:6][CH:5]=1)[CH3:2], predict the reactants needed to synthesize it. The reactants are: [C:1]([C:4]1[CH:11]=[CH:10][C:7]([C:8]#[N:9])=[CH:6][CH:5]=1)(=[O:3])[CH3:2]. (3) The reactants are: [CH2:1]([N:7]1[CH2:12][CH2:11][C:10]([CH3:21])([C:13]2[CH:18]=[CH:17][CH:16]=[C:15]([CH:19]=O)[CH:14]=2)[CH:9]([CH3:22])[CH2:8]1)[CH2:2][CH2:3][CH2:4][CH2:5][CH3:6].Cl.[NH2:24][OH:25]. Given the product [CH2:1]([N:7]1[CH2:12][CH2:11][C:10]([CH3:21])([C:13]2[CH:18]=[CH:17][CH:16]=[C:15]([CH:19]=[N:24][OH:25])[CH:14]=2)[CH:9]([CH3:22])[CH2:8]1)[CH2:2][CH2:3][CH2:4][CH2:5][CH3:6], predict the reactants needed to synthesize it. (4) Given the product [NH2:1][C:2]1[CH:7]=[C:6]([NH:8][C:17]([NH:16][C:10]2[CH:15]=[CH:14][CH:13]=[CH:12][CH:11]=2)=[O:18])[CH:5]=[CH:4][C:3]=1[CH3:9], predict the reactants needed to synthesize it. The reactants are: [NH2:1][C:2]1[CH:7]=[C:6]([NH2:8])[CH:5]=[CH:4][C:3]=1[CH3:9].[C:10]1([N:16]=[C:17]=[O:18])[CH:15]=[CH:14][CH:13]=[CH:12][CH:11]=1. (5) Given the product [NH2:8][C:9]1[CH:10]=[C:11]([S:15]([N:18]2[C:24](=[O:25])[C:23]3[C:22](=[CH:21][C:20]([Cl:19])=[CH:29][CH:28]=3)[NH:30][C:31]2=[O:32])(=[O:16])=[O:17])[CH:12]=[CH:13][CH:14]=1, predict the reactants needed to synthesize it. The reactants are: C(OC([NH:8][C:9]1[CH:10]=[C:11]([S:15]([NH2:18])(=[O:17])=[O:16])[CH:12]=[CH:13][CH:14]=1)=O)(C)(C)C.[Cl:19][C:20]1[CH:21]=[C:22]([NH:30][C:31](OC2C=CC=CC=2)=[O:32])[C:23](=[CH:28][CH:29]=1)[C:24](OC)=[O:25]. (6) Given the product [Si:23]([O:30][CH2:31][C@@H:32]1[C@H:33]2[O:39][C:38]([CH3:41])([CH3:40])[O:37][C@H:34]2[C@H:35]([C:2]2[N:10]3[C:5]([C:6]([NH:11][C:12](=[O:17])[C:13]([CH3:16])([CH3:15])[CH3:14])=[N:7][CH:8]=[N:9]3)=[CH:4][CH:3]=2)[NH:36]1)([C:26]([CH3:29])([CH3:27])[CH3:28])([CH3:24])[CH3:25], predict the reactants needed to synthesize it. The reactants are: Br[C:2]1[N:10]2[C:5]([C:6]([NH:11][C:12](=[O:17])[C:13]([CH3:16])([CH3:15])[CH3:14])=[N:7][CH:8]=[N:9]2)=[CH:4][CH:3]=1.C([Li])CCC.[Si:23]([O:30][CH2:31][C@H:32]1[N:36]=[CH:35][C@@H:34]2[O:37][C:38]([CH3:41])([CH3:40])[O:39][C@H:33]12)([C:26]([CH3:29])([CH3:28])[CH3:27])([CH3:25])[CH3:24]. (7) Given the product [CH3:27][C:17]1[CH:22]=[CH:21][C:20]([S:23]([O:1][CH2:2][CH2:3][O:4][CH2:5][CH2:6][CH2:7][O:8][CH2:9][C:10]([O:12][C:13]([CH3:16])([CH3:15])[CH3:14])=[O:11])(=[O:25])=[O:24])=[CH:19][CH:18]=1, predict the reactants needed to synthesize it. The reactants are: [OH:1][CH2:2][CH2:3][O:4][CH2:5][CH2:6][CH2:7][O:8][CH2:9][C:10]([O:12][C:13]([CH3:16])([CH3:15])[CH3:14])=[O:11].[C:17]1([CH3:27])[CH:22]=[CH:21][C:20]([S:23](Cl)(=[O:25])=[O:24])=[CH:19][CH:18]=1.C(N(CC)CC)C. (8) Given the product [Cl:27][CH:26]([O:1][C:2]1[C:15]2[C:14](=[O:16])[C:13]3[C:8](=[CH:9][CH:10]=[CH:11][CH:12]=3)[S:7][C:6]=2[C:5]([OH:17])=[CH:4][CH:3]=1)[CH3:25], predict the reactants needed to synthesize it. The reactants are: [OH:1][C:2]1[C:15]2[C:14](=[O:16])[C:13]3[C:8](=[CH:9][CH:10]=[CH:11][CH:12]=3)[S:7][C:6]=2[C:5]([OH:17])=[CH:4][CH:3]=1.C(=O)([O-])[O-].[K+].[K+].Br[CH2:25][CH2:26][Cl:27]. (9) Given the product [OH:8][C:9]1[CH:26]=[CH:25][C:12]2[CH2:13][N:14]([C:18]([O:20][C:21]([CH3:22])([CH3:23])[CH3:24])=[O:19])[CH2:15][CH2:16][O:17][C:11]=2[CH:10]=1, predict the reactants needed to synthesize it. The reactants are: C1(C[O:8][C:9]2[CH:26]=[CH:25][C:12]3[CH2:13][N:14]([C:18]([O:20][C:21]([CH3:24])([CH3:23])[CH3:22])=[O:19])[CH2:15][CH2:16][O:17][C:11]=3[CH:10]=2)C=CC=CC=1. (10) The reactants are: [H-].[Na+].[CH3:3][N:4]([CH2:6][CH2:7][C:8]1[CH:16]=[C:15]2[C:11]([CH:12]=[CH:13][NH:14]2)=[CH:10][CH:9]=1)[CH3:5].I[CH:18]([CH3:20])[CH3:19]. Given the product [NH3:4].[CH3:3][N:4]([CH2:6][CH2:7][C:8]1[CH:16]=[C:15]2[C:11]([CH:12]=[CH:13][N:14]2[CH:18]([CH3:20])[CH3:19])=[CH:10][CH:9]=1)[CH3:5], predict the reactants needed to synthesize it.